This data is from Reaction yield outcomes from USPTO patents with 853,638 reactions. The task is: Predict the reaction yield, written as a fraction of the theoretical maximum amount of product (1.0 means a 100% yield; for example, 0.34 means a 34% yield). (1) The reactants are CC(C)([O-])C.[K+].[C:7]([CH2:9]P(=O)(OCC)OCC)#[N:8].O=[C:19]1[CH2:22][N:21]([C:23]([O:25][C:26]([CH3:29])([CH3:28])[CH3:27])=[O:24])[CH2:20]1. The catalyst is O1CCCC1. The product is [C:7]([CH:9]=[C:19]1[CH2:22][N:21]([C:23]([O:25][C:26]([CH3:29])([CH3:28])[CH3:27])=[O:24])[CH2:20]1)#[N:8]. The yield is 0.950. (2) The reactants are C[O-].[Na+].[NH2:4][C:5]1[CH:6]=[C:7]([SH:11])[CH:8]=[CH:9][CH:10]=1.Br[CH2:13][CH2:14][OH:15].C(=O)([O-])[O-].[K+].[K+].[Cl:22][C:23]1[N:28]=[C:27](Cl)[C:26]([Cl:30])=[CH:25][N:24]=1. The catalyst is CN(C)C=O.O.[Cl-].[Na+].O. The product is [Cl:22][C:23]1[N:28]=[C:27]([NH:4][C:5]2[CH:6]=[C:7]([S:11][CH2:13][CH2:14][OH:15])[CH:8]=[CH:9][CH:10]=2)[C:26]([Cl:30])=[CH:25][N:24]=1. The yield is 0.680. (3) The reactants are [NH2:1][C:2]1[CH:7]=[CH:6][CH:5]=[CH:4][C:3]=1[S:8]([NH2:11])(=[O:10])=[O:9].[Cl:12][C:13]1[CH:14]=[C:15]([NH:23][C:24](OC2C=CC=CC=2)=[O:25])[C:16](=[CH:21][CH:22]=1)[C:17](OC)=[O:18]. No catalyst specified. The product is [NH2:1][C:2]1[CH:7]=[CH:6][CH:5]=[CH:4][C:3]=1[S:8]([N:11]1[C:17](=[O:18])[C:16]2[C:15](=[CH:14][C:13]([Cl:12])=[CH:22][CH:21]=2)[NH:23][C:24]1=[O:25])(=[O:9])=[O:10]. The yield is 0.580. (4) The reactants are [C:1]([O:5][C:6](=[O:12])[C@@H:7]([NH:9][CH:10]=[O:11])[CH3:8])([CH3:4])([CH3:3])[CH3:2].[Li+].CC([N-]C(C)C)C.[N:21]([C:24]1[CH:32]=[CH:31][CH:30]=[CH:29][C:25]=1[C:26](Cl)=[O:27])=[N+:22]=[N-:23]. The catalyst is C1COCC1. The product is [C:1]([O:5][C:6](=[O:12])[C@@H:7]([N:9]([C:26](=[O:27])[C:25]1[CH:29]=[CH:30][CH:31]=[CH:32][C:24]=1[N:21]=[N+:22]=[N-:23])[CH:10]=[O:11])[CH3:8])([CH3:2])([CH3:3])[CH3:4]. The yield is 0.530. (5) The reactants are CC([NH:9][S:10](/[CH:13]=[CH:14]/[C:15]1[CH:20]=[CH:19][C:18]([Cl:21])=[CH:17][CH:16]=1)(=[O:12])=[O:11])(C)CC(C)(C)C.FC(F)(F)C(O)=O. The catalyst is ClCCl. The product is [Cl:21][C:18]1[CH:17]=[CH:16][C:15](/[CH:14]=[CH:13]/[S:10]([NH2:9])(=[O:11])=[O:12])=[CH:20][CH:19]=1. The yield is 0.890. (6) The reactants are [OH:1][C:2]1[CH:3]=[C:4]2[C:8](=[CH:9][CH:10]=1)[NH:7][N:6]=[C:5]2[N:11]1[C:19](=[O:20])[C:18]2[C:13](=[CH:14][CH:15]=[CH:16][CH:17]=2)[C:12]1=[O:21].[Si:22](Cl)([C:25]([CH3:28])([CH3:27])[CH3:26])([CH3:24])[CH3:23].N12CCCN=C1CCCCC2.Cl. The catalyst is ClCCl. The product is [C:25]([Si:22]([CH3:24])([CH3:23])[O:1][C:2]1[CH:3]=[C:4]2[C:8](=[CH:9][CH:10]=1)[NH:7][N:6]=[C:5]2[N:11]1[C:19](=[O:20])[C:18]2[C:13](=[CH:14][CH:15]=[CH:16][CH:17]=2)[C:12]1=[O:21])([CH3:28])([CH3:27])[CH3:26]. The yield is 0.792. (7) The reactants are [Li+].[CH3:2]C([N-]C(C)C)C.[CH2:9]=[C:10]1[CH2:13][CH:12]([C:14]([O:16][CH2:17][CH3:18])=[O:15])[CH2:11]1.CI. The catalyst is C1COCC1. The product is [CH3:2][C:12]1([C:14]([O:16][CH2:17][CH3:18])=[O:15])[CH2:13][C:10](=[CH2:9])[CH2:11]1. The yield is 0.630. (8) The reactants are COC1C=CC(C[N:8]2[C:12]([C:13]([NH:15][CH3:16])=[O:14])=[C:11]([C:17]3[N:18]=[C:19]([NH:22][C:23]4[N:28]=[C:27]([CH3:29])[CH:26]=[CH:25][N:24]=4)[S:20][CH:21]=3)[CH:10]=[N:9]2)=CC=1.FC(F)(F)S(O)(=O)=O. The catalyst is C(O)(C(F)(F)F)=O.C(Cl)Cl. The product is [CH3:16][NH:15][C:13]([C:12]1[NH:8][N:9]=[CH:10][C:11]=1[C:17]1[N:18]=[C:19]([NH:22][C:23]2[N:28]=[C:27]([CH3:29])[CH:26]=[CH:25][N:24]=2)[S:20][CH:21]=1)=[O:14]. The yield is 0.0700. (9) The reactants are C([O:5][NH:6][C:7]([C:9]1[C:14]([NH:15][C:16]2[CH:21]=[CH:20][C:19]([Br:22])=[CH:18][C:17]=2[F:23])=[C:13]([F:24])[C:12](=[O:25])[N:11]([CH3:26])[CH:10]=1)=[O:8])(C)(C)C.C(O)(C(F)(F)F)=O. No catalyst specified. The product is [OH:5][NH:6][C:7]([C:9]1[C:14]([NH:15][C:16]2[CH:21]=[CH:20][C:19]([Br:22])=[CH:18][C:17]=2[F:23])=[C:13]([F:24])[C:12](=[O:25])[N:11]([CH3:26])[CH:10]=1)=[O:8]. The yield is 0.330. (10) The reactants are CS(O[CH2:6][CH2:7][CH2:8][CH2:9][C:10]1[S:14][C:13]([C:15]([O:17][CH2:18][CH3:19])=[O:16])=[N:12][N:11]=1)(=O)=O.[F:20][C:21]1[C:22](=[O:35])[NH:23][CH:24]=[CH:25][C:26]=1[NH:27][C:28](=[O:34])[O:29][C:30]([CH3:33])([CH3:32])[CH3:31].C([O-])([O-])=O.[K+].[K+]. The catalyst is CN(C=O)C. The product is [C:30]([O:29][C:28]([NH:27][C:26]1[CH:25]=[CH:24][N:23]([CH2:6][CH2:7][CH2:8][CH2:9][C:10]2[S:14][C:13]([C:15]([O:17][CH2:18][CH3:19])=[O:16])=[N:12][N:11]=2)[C:22](=[O:35])[C:21]=1[F:20])=[O:34])([CH3:33])([CH3:31])[CH3:32]. The yield is 0.300.